This data is from Reaction yield outcomes from USPTO patents with 853,638 reactions. The task is: Predict the reaction yield, written as a fraction of the theoretical maximum amount of product (1.0 means a 100% yield; for example, 0.34 means a 34% yield). (1) The reactants are Cl.[F:2][C:3]1[CH:8]=[CH:7][C:6]([C:9]2[N:13]=[C:12]([C@H:14]3[CH2:19][CH2:18][CH2:17][NH:16][CH2:15]3)[O:11][N:10]=2)=[CH:5][CH:4]=1.[F:20][C:21]1[CH:22]=[C:23]2[C:27](=[CH:28][CH:29]=1)[CH:26]([C:30](O)=[O:31])[CH2:25][CH2:24]2.C1C=CC2N(O)N=NC=2C=1.CCN=C=NCCCN(C)C.Cl.C(N(CC)CC)C. The catalyst is ClCCl. The product is [F:20][C:21]1[CH:22]=[C:23]2[C:27](=[CH:28][CH:29]=1)[CH:26]([C:30]([N:16]1[CH2:17][CH2:18][CH2:19][C@H:14]([C:12]3[O:11][N:10]=[C:9]([C:6]4[CH:7]=[CH:8][C:3]([F:2])=[CH:4][CH:5]=4)[N:13]=3)[CH2:15]1)=[O:31])[CH2:25][CH2:24]2. The yield is 0.750. (2) The reactants are [F:1][C:2]1[CH:7]=[CH:6][CH:5]=[CH:4][C:3]=1[N:8]1[C:12]([C:13]2[N:14]=[CH:15][NH:16][CH:17]=2)=[C:11]([CH3:18])[N:10]=[N:9]1.F[C:20]1[CH:29]=[CH:28][C:23]([C:24]([O:26][CH3:27])=[O:25])=[CH:22][CH:21]=1.C(=O)([O-])[O-].[K+].[K+].O. The catalyst is CN(C=O)C. The product is [F:1][C:2]1[CH:7]=[CH:6][CH:5]=[CH:4][C:3]=1[N:8]1[C:12]([C:13]2[N:14]=[CH:15][N:16]([C:20]3[CH:29]=[CH:28][C:23]([C:24]([O:26][CH3:27])=[O:25])=[CH:22][CH:21]=3)[CH:17]=2)=[C:11]([CH3:18])[N:10]=[N:9]1. The yield is 0.0200. (3) The reactants are [CH:1]1([N:5]2[C:13]3[C:8](=[CH:9][CH:10]=[C:11]([O:14][CH2:15][CH3:16])[CH:12]=3)[C:7]([C:17]#[N:18])=[C:6]2[C:19]2[CH:24]=[CH:23][C:22]([NH:25][CH2:26][CH3:27])=[CH:21][CH:20]=2)[CH2:4][CH2:3][CH2:2]1.Cl[C:29]([O:31][CH:32]1[CH2:36][CH2:35][CH2:34][CH2:33]1)=[O:30].ClC([O-])=O. The catalyst is N1C=CC=CC=1. The product is [CH:32]1([O:31][C:29](=[O:30])[N:25]([C:22]2[CH:21]=[CH:20][C:19]([C:6]3[N:5]([CH:1]4[CH2:2][CH2:3][CH2:4]4)[C:13]4[C:8]([C:7]=3[C:17]#[N:18])=[CH:9][CH:10]=[C:11]([O:14][CH2:15][CH3:16])[CH:12]=4)=[CH:24][CH:23]=2)[CH2:26][CH3:27])[CH2:36][CH2:35][CH2:34][CH2:33]1. The yield is 0.870. (4) The reactants are [C:1]([O:4][CH2:5][C:6]1[CH:11]=[CH:10][CH:9]=[C:8]([C:12]#N)[C:7]=1[Br:14])(=[O:3])[CH3:2].C(O)=[O:16]. The catalyst is O.[Ni]. The product is [C:1]([O:4][CH2:5][C:6]1[CH:11]=[CH:10][CH:9]=[C:8]([CH:12]=[O:16])[C:7]=1[Br:14])(=[O:3])[CH3:2]. The yield is 0.600. (5) The reactants are [CH3:1][C@H:2]1[CH2:7][CH2:6][NH:5][C:4](=[O:8])[CH2:3]1.[C:9](O[C:9]([O:11][C:12]([CH3:15])([CH3:14])[CH3:13])=[O:10])([O:11][C:12]([CH3:15])([CH3:14])[CH3:13])=[O:10].ClCCl. The catalyst is CN(C)C1C=CN=CC=1. The product is [C:9]([N:5]1[CH2:6][CH2:7][C@H:2]([CH3:1])[CH2:3][C:4]1=[O:8])([O:11][C:12]([CH3:15])([CH3:14])[CH3:13])=[O:10]. The yield is 0.550. (6) The yield is 0.830. The product is [NH2:1][C:2]1[CH:3]=[C:4]([CH:8]=[C:9]([C:20]2[CH2:25][CH2:24][O:23][CH2:22][CH:21]=2)[CH:10]=1)[C:5]([OH:7])=[O:6]. The catalyst is O1CCOCC1.C1C=CC([P]([Pd]([P](C2C=CC=CC=2)(C2C=CC=CC=2)C2C=CC=CC=2)([P](C2C=CC=CC=2)(C2C=CC=CC=2)C2C=CC=CC=2)[P](C2C=CC=CC=2)(C2C=CC=CC=2)C2C=CC=CC=2)(C2C=CC=CC=2)C2C=CC=CC=2)=CC=1. The reactants are [NH2:1][C:2]1[CH:3]=[C:4]([CH:8]=[C:9](Br)[CH:10]=1)[C:5]([OH:7])=[O:6].CC1(C)C(C)(C)OB([C:20]2[CH2:21][CH2:22][O:23][CH2:24][CH:25]=2)O1.C(=O)([O-])[O-].[K+].[K+].O.